From a dataset of Reaction yield outcomes from USPTO patents with 853,638 reactions. Predict the reaction yield, written as a fraction of the theoretical maximum amount of product (1.0 means a 100% yield; for example, 0.34 means a 34% yield). The reactants are NC1C=C(C(C2C=CC(OC)=C(OC)C=2)=CC#N)C=CC=1OC.[CH3:24][O:25][C:26]1[CH:27]=[CH:28][C:29]([N+:48]([O-])=O)=[C:30]([C:32]([C:36]2[CH:41]=[C:40]([O:42][CH3:43])[C:39]([O:44][CH3:45])=[C:38]([O:46][CH3:47])[CH:37]=2)=[CH:33][C:34]#[N:35])[CH:31]=1. The catalyst is [Pd]. The product is [NH2:48][C:29]1[CH:28]=[CH:27][C:26]([O:25][CH3:24])=[CH:31][C:30]=1[C:32]([C:36]1[CH:37]=[C:38]([O:46][CH3:47])[C:39]([O:44][CH3:45])=[C:40]([O:42][CH3:43])[CH:41]=1)=[CH:33][C:34]#[N:35]. The yield is 0.250.